Task: Predict the product of the given reaction.. Dataset: Forward reaction prediction with 1.9M reactions from USPTO patents (1976-2016) (1) Given the reactants Br[CH2:2][C:3]([C:5]1[CH:10]=[CH:9][C:8]([O:11][CH3:12])=[C:7]([O:13][CH3:14])[CH:6]=1)=O.[NH2:15][C:16]([NH2:18])=[S:17], predict the reaction product. The product is: [CH3:14][O:13][C:7]1[CH:6]=[C:5]([C:3]2[N:15]=[C:16]([NH2:18])[S:17][CH:2]=2)[CH:10]=[CH:9][C:8]=1[O:11][CH3:12]. (2) Given the reactants Cl[C:2]1[CH:3]=[C:4]([C:9]2[N:13]3[CH:14]=[CH:15][C:16]([C:19]([OH:22])([CH3:21])[CH3:20])=[C:17]([F:18])[C:12]3=[N:11][CH:10]=2)[CH:5]=[CH:6][C:7]=1[F:8].[F:23][C:24]([F:36])([F:35])[O:25][C:26]1[CH:31]=[CH:30][CH:29]=[CH:28][C:27]=1B(O)O, predict the reaction product. The product is: [F:18][C:17]1[C:12]2[N:13]([C:9]([C:4]3[CH:5]=[CH:6][C:7]([F:8])=[C:2]([C:27]4[CH:28]=[CH:29][CH:30]=[CH:31][C:26]=4[O:25][C:24]([F:23])([F:36])[F:35])[CH:3]=3)=[CH:10][N:11]=2)[CH:14]=[CH:15][C:16]=1[C:19]([OH:22])([CH3:21])[CH3:20]. (3) Given the reactants C([C:4]1[CH:9]=[C:8]([N+:10]([O-:12])=[O:11])[CH:7]=[C:6]([Cl:13])[C:5]=1[OH:14])C=C.[CH3:15][C:16]([CH3:18])=[O:17].[OH2:19], predict the reaction product. The product is: [Cl:13][C:6]1[C:5]([OH:14])=[C:4]([CH2:15][CH:16]([OH:17])[CH2:18][OH:19])[CH:9]=[C:8]([N+:10]([O-:12])=[O:11])[CH:7]=1. (4) Given the reactants [Cl:1][C:2]1[CH:3]=[C:4]([S:9]([N:12]([CH2:31][C:32]([O:34]C(C)(C)C)=[O:33])[C:13]2[CH:14]=[C:15]3[C:19](=[CH:20][CH:21]=2)[N:18]([C:22](=[O:30])[NH:23][C:24]2[CH:29]=[CH:28][CH:27]=[CH:26][CH:25]=2)[CH2:17][CH2:16]3)(=[O:11])=[O:10])[CH:5]=[C:6]([Cl:8])[CH:7]=1.FC(F)(F)C(O)=O, predict the reaction product. The product is: [Cl:1][C:2]1[CH:3]=[C:4]([S:9]([N:12]([CH2:31][C:32]([OH:34])=[O:33])[C:13]2[CH:14]=[C:15]3[C:19](=[CH:20][CH:21]=2)[N:18]([C:22](=[O:30])[NH:23][C:24]2[CH:29]=[CH:28][CH:27]=[CH:26][CH:25]=2)[CH2:17][CH2:16]3)(=[O:10])=[O:11])[CH:5]=[C:6]([Cl:8])[CH:7]=1. (5) Given the reactants [CH3:1][N:2]1[C:7](=[O:8])[CH2:6][O:5][C:4]2[CH:9]=[CH:10][CH:11]=[C:12]([O:13][CH2:14][C:15]([O:17]CC)=O)[C:3]1=2.[NH2:20][CH2:21][CH:22]([OH:34])[CH2:23][N:24]1[CH2:33][CH2:32][C:31]2[C:26](=[CH:27][CH:28]=[CH:29][CH:30]=2)[CH2:25]1, predict the reaction product. The product is: [CH2:25]1[C:26]2[C:31](=[CH:30][CH:29]=[CH:28][CH:27]=2)[CH2:32][CH2:33][N:24]1[CH2:23][CH:22]([OH:34])[CH2:21][NH:20][C:15](=[O:17])[CH2:14][O:13][C:12]1[C:3]2[N:2]([CH3:1])[C:7](=[O:8])[CH2:6][O:5][C:4]=2[CH:9]=[CH:10][CH:11]=1. (6) Given the reactants [C:1]([C:3]1([C:6]2[CH:7]=[C:8]([CH:29]=[CH:30][CH:31]=2)[C:9]([NH:11][C:12]2[CH:17]=[C:16]([O:18][C:19]3[CH:24]=[CH:23][C:22]([N+:25]([O-])=O)=[CH:21][CH:20]=3)[CH:15]=[CH:14][C:13]=2[CH3:28])=[O:10])[CH2:5][CH2:4]1)#[N:2].[Cl-].[Ca+2].[Cl-].O, predict the reaction product. The product is: [NH2:25][C:22]1[CH:23]=[CH:24][C:19]([O:18][C:16]2[CH:15]=[CH:14][C:13]([CH3:28])=[C:12]([NH:11][C:9](=[O:10])[C:8]3[CH:29]=[CH:30][CH:31]=[C:6]([C:3]4([C:1]#[N:2])[CH2:5][CH2:4]4)[CH:7]=3)[CH:17]=2)=[CH:20][CH:21]=1. (7) Given the reactants [F:1][C:2]1[CH:7]=[C:6]([N+:8]([O-])=O)[CH:5]=[CH:4][C:3]=1[CH3:11].[CH3:12][O-:13].[Na+], predict the reaction product. The product is: [F:1][C:2]1[CH:7]=[C:6]([CH:5]=[CH:4][C:3]=1[CH2:11][CH2:12][OH:13])[NH2:8]. (8) Given the reactants [Cl:1][C:2]1[CH:7]=[CH:6][C:5]([C:8]2([C:11]([N:13]3[CH2:17][CH:16]=[C:15]([C:18]4[CH:23]=[CH:22][CH:21]=[CH:20][C:19]=4[CH3:24])[CH2:14]3)=[O:12])[CH2:10][CH2:9]2)=[CH:4][CH:3]=1.CO, predict the reaction product. The product is: [Cl:1][C:2]1[CH:7]=[CH:6][C:5]([C:8]2([C:11]([N:13]3[CH2:17][CH2:16][CH:15]([C:18]4[CH:23]=[CH:22][CH:21]=[CH:20][C:19]=4[CH3:24])[CH2:14]3)=[O:12])[CH2:9][CH2:10]2)=[CH:4][CH:3]=1. (9) Given the reactants [CH3:1][N:2]1[CH2:7][CH2:6][C:5](=[CH2:8])[CH2:4][CH2:3]1.N1(CCC[C:18]2[CH:19]=[C:20]([NH:28][C:29](=[O:31])[CH3:30])[CH:21]=[C:22]([C:24]([F:27])([F:26])[F:25])[CH:23]=2)CCCCC1, predict the reaction product. The product is: [CH3:1][N:2]1[CH2:7][CH2:6][CH:5]([CH2:8][C:18]2[CH:19]=[C:20]([NH:28][C:29](=[O:31])[CH3:30])[CH:21]=[C:22]([C:24]([F:25])([F:26])[F:27])[CH:23]=2)[CH2:4][CH2:3]1. (10) Given the reactants [CH2:1]=O.N[C:4]1[CH:5]=[C:6]([CH:19]=[C:20]([O:22][CH2:23][CH2:24][C:25]2[S:29][CH:28]=[N:27][C:26]=2[CH3:30])[CH:21]=1)[C:7]([NH:9][C:10]1[CH:15]=[CH:14][C:13]([C:16]([OH:18])=[O:17])=[CH:12][N:11]=1)=[O:8].[C:31]([BH3-])#[N:32].[Na+], predict the reaction product. The product is: [CH3:1][N:32]([CH3:31])[C:4]1[CH:5]=[C:6]([CH:19]=[C:20]([O:22][CH2:23][CH2:24][C:25]2[S:29][CH:28]=[N:27][C:26]=2[CH3:30])[CH:21]=1)[C:7]([NH:9][C:10]1[CH:15]=[CH:14][C:13]([C:16]([OH:18])=[O:17])=[CH:12][N:11]=1)=[O:8].